This data is from Forward reaction prediction with 1.9M reactions from USPTO patents (1976-2016). The task is: Predict the product of the given reaction. (1) Given the reactants [F:1][C:2]1[CH:7]=[C:6]([CH:8]=[CH:9][N+:10]([O-])=O)[CH:5]=[CH:4][C:3]=1[C:13]([F:16])([F:15])[F:14].Cl[Si](C)(C)C.[Li+].[BH4-], predict the reaction product. The product is: [F:1][C:2]1[CH:7]=[C:6]([CH2:8][CH2:9][NH2:10])[CH:5]=[CH:4][C:3]=1[C:13]([F:15])([F:16])[F:14]. (2) The product is: [Br:1][C:2]1[CH:3]=[CH:4][C:5]([CH2:8][CH2:9][CH2:10][OH:11])=[CH:6][CH:7]=1. Given the reactants [Br:1][C:2]1[CH:7]=[CH:6][C:5]([CH2:8][CH2:9][C:10](O)=[O:11])=[CH:4][CH:3]=1.[H-].[Al+3].[Li+].[H-].[H-].[H-].S([O-])([O-])(=O)=O.[Na+].[Na+], predict the reaction product. (3) Given the reactants [Cl:1][C:2]1[CH:7]=[CH:6][C:5]([N:8]=[C:9]=[O:10])=[CH:4][CH:3]=1.[CH3:11][C:12]1[N:17]=[C:16]([C:18]2[CH:19]=[C:20]([NH2:24])[CH:21]=[CH:22][CH:23]=2)[CH:15]=[CH:14][N:13]=1.Cl.O1CCOCC1, predict the reaction product. The product is: [ClH:1].[Cl:1][C:2]1[CH:7]=[CH:6][C:5]([NH:8][C:9]([NH:24][C:20]2[CH:21]=[CH:22][CH:23]=[C:18]([C:16]3[CH:15]=[CH:14][N:13]=[C:12]([CH3:11])[N:17]=3)[CH:19]=2)=[O:10])=[CH:4][CH:3]=1. (4) Given the reactants [CH2:1]([O:3][C:4]1[CH:5]=[C:6]([CH:9]=[CH:10][C:11]=1[O:12][CH3:13])[CH:7]=O)[CH3:2].[CH3:14][O:15][CH:16]([O:19][CH3:20])[CH2:17][NH2:18].[BH4-].[Na+], predict the reaction product. The product is: [CH3:14][O:15][CH:16]([O:19][CH3:20])[CH2:17][NH:18][CH2:7][C:6]1[CH:9]=[CH:10][C:11]([O:12][CH3:13])=[C:4]([O:3][CH2:1][CH3:2])[CH:5]=1. (5) Given the reactants [F:1][C:2]1[CH:7]=[CH:6][CH:5]=[CH:4][C:3]=1[C:8]1[C:14]2[CH:15]=[CH:16][CH:17]=[C:18]([CH3:19])[C:13]=2[N:12]([CH2:20][C:21]([C:23]([CH3:26])([CH3:25])[CH3:24])=[O:22])[C:11](=[O:27])[CH:10]([NH:28]C(OC(C)(C)C)=O)[N:9]=1.Cl.C(=O)(O)[O-].[Na+], predict the reaction product. The product is: [NH2:28][CH:10]1[N:9]=[C:8]([C:3]2[CH:4]=[CH:5][CH:6]=[CH:7][C:2]=2[F:1])[C:14]2[CH:15]=[CH:16][CH:17]=[C:18]([CH3:19])[C:13]=2[N:12]([CH2:20][C:21]([C:23]([CH3:25])([CH3:24])[CH3:26])=[O:22])[C:11]1=[O:27]. (6) Given the reactants [Cl:1][C:2]1[CH:3]=[CH:4][C:5]([N+:15]([O-:17])=[O:16])=[C:6]([C:8](=O)[CH:9]=[CH:10][N:11](C)C)[CH:7]=1.O.[NH2:19]N, predict the reaction product. The product is: [Cl:1][C:2]1[CH:3]=[CH:4][C:5]([N+:15]([O-:17])=[O:16])=[C:6]([C:8]2[NH:19][N:11]=[CH:10][CH:9]=2)[CH:7]=1. (7) Given the reactants Br[C:2]1[CH:3]=[C:4]2[C:9](=[CH:10][CH:11]=1)[N:8]=[CH:7][C:6]([C:12]([CH:14]1[CH2:16][CH2:15]1)=[O:13])=[C:5]2[NH:17][C:18]1[CH:19]=[N:20][C:21]([NH:24][CH2:25][CH2:26][N:27]([CH3:29])[CH3:28])=[CH:22][CH:23]=1.[Cl:30][C:31]1[CH:36]=[C:35](B2OC(C)(C)C(C)(C)O2)[CH:34]=[C:33]([F:46])[C:32]=1[OH:47], predict the reaction product. The product is: [Cl:30][C:31]1[CH:36]=[C:35]([C:2]2[CH:3]=[C:4]3[C:9](=[CH:10][CH:11]=2)[N:8]=[CH:7][C:6]([C:12]([CH:14]2[CH2:16][CH2:15]2)=[O:13])=[C:5]3[NH:17][C:18]2[CH:19]=[N:20][C:21]([NH:24][CH2:25][CH2:26][N:27]([CH3:28])[CH3:29])=[CH:22][CH:23]=2)[CH:34]=[C:33]([F:46])[C:32]=1[OH:47].